This data is from Forward reaction prediction with 1.9M reactions from USPTO patents (1976-2016). The task is: Predict the product of the given reaction. (1) Given the reactants [CH2:1]([NH:3][C:4](=[O:42])[NH:5][C:6]1[N:11]=[CH:10][C:9]([C:12]2[CH:13]=[N:14][CH:15]=[C:16]([C:18](O)=[O:19])[CH:17]=2)=[C:8]([C:21]2[S:22][C:23]([C:30](=[O:41])[NH:31][CH2:32][CH2:33][N:34]3[CH2:39][CH2:38][N:37]([CH3:40])[CH2:36][CH2:35]3)=[C:24]([C:26]([F:29])([F:28])[F:27])[N:25]=2)[CH:7]=1)[CH3:2].P(Cl)(Cl)(Cl)=O.[C:48]([NH:51][NH2:52])(=O)[CH3:49], predict the reaction product. The product is: [CH2:1]([NH:3][C:4](=[O:42])[NH:5][C:6]1[N:11]=[CH:10][C:9]([C:12]2[CH:13]=[N:14][CH:15]=[C:16]([C:18]3[O:19][C:48]([CH3:49])=[N:51][N:52]=3)[CH:17]=2)=[C:8]([C:21]2[S:22][C:23]([C:30]([NH:31][CH2:32][CH2:33][N:34]3[CH2:35][CH2:36][N:37]([CH3:40])[CH2:38][CH2:39]3)=[O:41])=[C:24]([C:26]([F:29])([F:28])[F:27])[N:25]=2)[CH:7]=1)[CH3:2]. (2) Given the reactants [N+](C1C=CC([N:10]([C:14]2[C:19]([F:20])=[C:18]([O:21][CH2:22][C:23]([F:26])([F:25])[F:24])[CH:17]=[C:16]([O:27][CH2:28][C:29]([F:32])([F:31])[F:30])[N:15]=2)[C:11](=O)[O-:12])=CC=1)([O-])=O.[CH3:33][NH:34][C:35]1[CH:40]=[CH:39][C:38]([Br:41])=[CH:37][CH:36]=1.C(O)(=O)C, predict the reaction product. The product is: [F:20][C:19]1[C:14]([NH:10][C:11](=[O:12])[N:34]([CH3:33])[C:35]2[CH:40]=[CH:39][C:38]([Br:41])=[CH:37][CH:36]=2)=[N:15][C:16]([O:27][CH2:28][C:29]([F:30])([F:32])[F:31])=[CH:17][C:18]=1[O:21][CH2:22][C:23]([F:25])([F:24])[F:26]. (3) The product is: [CH3:18][Si:19]([C:22]#[C:23][C:2]1[CH:3]=[C:4]([CH:8]=[CH:9][CH:10]=1)[C:5]([NH2:7])=[O:6])([CH3:21])[CH3:20]. Given the reactants I[C:2]1[CH:3]=[C:4]([CH:8]=[CH:9][CH:10]=1)[C:5]([NH2:7])=[O:6].C(NC(C)C)(C)C.[CH3:18][Si:19]([C:22]#[CH:23])([CH3:21])[CH3:20], predict the reaction product. (4) Given the reactants [NH:1]1C=C[N:3]=[C:2]1[CH:6]1[CH2:11][CH2:10][N:9]([C:12]([O:14][C:15]([CH3:18])([CH3:17])[CH3:16])=[O:13])[CH2:8][CH2:7]1.[Cl:19]N1C(=O)CCC1=O.Cl[CH:28]([Cl:30])[CH3:29], predict the reaction product. The product is: [Cl:19][C:29]1[N:1]=[C:2]([CH:6]2[CH2:11][CH2:10][N:9]([C:12]([O:14][C:15]([CH3:18])([CH3:17])[CH3:16])=[O:13])[CH2:8][CH2:7]2)[NH:3][C:28]=1[Cl:30]. (5) The product is: [NH2:1][C:2]1[NH:3][C:4](=[S:21])[C:5]2[N:11]=[C:10]([C:12]3[CH:17]=[CH:16][C:15]([F:18])=[CH:14][CH:13]=3)[CH:9]=[CH:8][C:6]=2[N:7]=1. Given the reactants [NH2:1][C:2]1[NH:3][C:4](=O)[C:5]2[N:11]=[C:10]([C:12]3[CH:17]=[CH:16][C:15]([F:18])=[CH:14][CH:13]=3)[CH:9]=[CH:8][C:6]=2[N:7]=1.P12(SP3(SP(SP(S3)(S1)=S)(=S)S2)=S)=[S:21], predict the reaction product. (6) Given the reactants Br[C:2]1[C:7]([F:8])=[C:6]([F:9])[CH:5]=[C:4]([F:10])[C:3]=1[F:11].[Li][CH2:13][CH2:14][CH2:15]C.CCCCCC.C1C[O:26]CC1, predict the reaction product. The product is: [F:11][C:3]1[C:4]([F:10])=[CH:5][C:6]([F:9])=[C:7]([F:8])[C:2]=1[CH2:13][C@H:14]([OH:26])[CH3:15]. (7) Given the reactants C(OC([N:8]1[CH2:12][C@@H:11]([CH2:13][N:14]([CH:31]([CH3:33])[CH3:32])[C:15](=[O:30])[C:16]2[CH:21]=[CH:20][C:19]([O:22][CH3:23])=[C:18]([O:24][CH2:25][CH2:26][CH2:27][O:28][CH3:29])[CH:17]=2)[C@H:10]([NH2:34])[CH2:9]1)=O)(C)(C)C.Cl[C:36]([O:38][C:39]1[CH:44]=[CH:43][CH:42]=[CH:41][CH:40]=1)=[O:37].CC#N.O.CC#N, predict the reaction product. The product is: [C:39]1([O:38][C:36](=[O:37])[NH:34][C@H:10]2[C@H:11]([CH2:13][N:14]([CH:31]([CH3:32])[CH3:33])[C:15](=[O:30])[C:16]3[CH:21]=[CH:20][C:19]([O:22][CH3:23])=[C:18]([O:24][CH2:25][CH2:26][CH2:27][O:28][CH3:29])[CH:17]=3)[CH2:12][NH:8][CH2:9]2)[CH:44]=[CH:43][CH:42]=[CH:41][CH:40]=1.